Dataset: Catalyst prediction with 721,799 reactions and 888 catalyst types from USPTO. Task: Predict which catalyst facilitates the given reaction. (1) Reactant: C([O:8][C:9]1[CH:10]=[C:11]([CH:15]2[C:20]([CH3:22])([CH3:21])[O:19][C:18]([NH:23][C@H:24]([C:35]3[CH:40]=[CH:39][CH:38]=[CH:37][CH:36]=3)[CH2:25][CH2:26][O:27][Si:28]([C:31]([CH3:34])([CH3:33])[CH3:32])([CH3:30])[CH3:29])=[N:17][S:16]2(=[O:42])=[O:41])[CH:12]=[CH:13][CH:14]=1)C1C=CC=CC=1.C(N(CC)CC)C. Product: [Si:28]([O:27][CH2:26][CH2:25][C@H:24]([NH:23][C:18]1[O:19][C:20]([CH3:22])([CH3:21])[CH:15]([C:11]2[CH:10]=[C:9]([OH:8])[CH:14]=[CH:13][CH:12]=2)[S:16](=[O:42])(=[O:41])[N:17]=1)[C:35]1[CH:36]=[CH:37][CH:38]=[CH:39][CH:40]=1)([C:31]([CH3:34])([CH3:32])[CH3:33])([CH3:30])[CH3:29]. The catalyst class is: 19. (2) Product: [C:5]([O:9][C:10]([N:12]1[CH2:16][C@@H:15]([CH3:17])[CH2:14][C@H:13]1[C:18]([OH:1])=[O:19])=[O:11])([CH3:7])([CH3:8])[CH3:6]. Reactant: [O-:1]Cl=O.[Na+].[C:5]([O:9][C:10]([N:12]1[CH2:16][C@@H:15]([CH3:17])[CH2:14][C@H:13]1[CH2:18][OH:19])=[O:11])([CH3:8])([CH3:7])[CH3:6].CC1(C)N([O])C(C)(C)CCC1. The catalyst class is: 578. (3) Reactant: [CH:1]1[C:13]2[CH2:12][C:11]3[C:6](=[CH:7][CH:8]=[CH:9][CH:10]=3)[C:5]=2[CH:4]=[CH:3][CH:2]=1.C([Li])CCC.CCCCCC.[C:25]([C:29]1[CH:30]=[C:31]([CH3:47])[C:32](=[C:34]([C:41]2[CH:46]=[CH:45][CH:44]=[CH:43][CH:42]=2)[C:35]2[CH:40]=[CH:39][CH:38]=[CH:37][CH:36]=2)[CH:33]=1)([CH3:28])([CH3:27])[CH3:26].O. Product: [C:25]([C:29]1[CH:30]=[C:31]([CH3:47])[CH:32]([C:34]([C:1]2[C:13]3[CH2:12][C:11]4[C:6](=[CH:7][CH:8]=[CH:9][CH:10]=4)[C:5]=3[CH:4]=[CH:3][CH:2]=2)([C:35]2[CH:36]=[CH:37][CH:38]=[CH:39][CH:40]=2)[C:41]2[CH:42]=[CH:43][CH:44]=[CH:45][CH:46]=2)[CH:33]=1)([CH3:26])([CH3:27])[CH3:28]. The catalyst class is: 27. (4) Reactant: [CH3:1][N:2]([CH3:14])[C@H:3]([C:11]([OH:13])=O)[CH2:4][C:5]1[CH:10]=[CH:9][CH:8]=[CH:7][CH:6]=1.[CH2:15]([NH2:29])[CH2:16][CH2:17][CH2:18][CH2:19][CH2:20][CH2:21][CH2:22][CH2:23][CH2:24][CH2:25][CH2:26][CH2:27][CH3:28].C1(N=C=NC2CCCCC2)CCCCC1.O.ON1C2C=CC=CC=2N=N1. Product: [CH3:14][N:2]([CH3:1])[C@@H:3]([CH2:4][C:5]1[CH:6]=[CH:7][CH:8]=[CH:9][CH:10]=1)[C:11]([NH:29][CH2:15][CH2:16][CH2:17][CH2:18][CH2:19][CH2:20][CH2:21][CH2:22][CH2:23][CH2:24][CH2:25][CH2:26][CH2:27][CH3:28])=[O:13]. The catalyst class is: 4. (5) Reactant: [OH-].[Na+].C([O:5][C:6](=[O:24])[C:7]1[CH:12]=[CH:11][C:10]([O:13][CH2:14][C:15]2[C:20]([CH3:21])=[N:19][C:18]([CH3:22])=[C:17]([CH3:23])[N:16]=2)=[CH:9][CH:8]=1)C. Product: [CH3:21][C:20]1[C:15]([CH2:14][O:13][C:10]2[CH:9]=[CH:8][C:7]([C:6]([OH:24])=[O:5])=[CH:12][CH:11]=2)=[N:16][C:17]([CH3:23])=[C:18]([CH3:22])[N:19]=1. The catalyst class is: 6. (6) Reactant: [CH3:1][C:2]1[N:6](COCC[Si](C)(C)C)[C:5]2[CH:15]=[CH:16][C:17]([NH:19][C:20]3[N:42]=[C:23]4[C:24]([C:28]5[CH:33]=[CH:32][C:31]([C:34]([N:36]6[CH2:41][CH2:40][O:39][CH2:38][CH2:37]6)=[O:35])=[CH:30][CH:29]=5)=[N:25][CH:26]=[CH:27][N:22]4[N:21]=3)=[CH:18][C:4]=2[N:3]=1.Cl.C([O-])(O)=O.[Na+]. Product: [CH3:1][C:2]1[NH:6][C:5]2[CH:15]=[CH:16][C:17]([NH:19][C:20]3[N:42]=[C:23]4[C:24]([C:28]5[CH:29]=[CH:30][C:31]([C:34]([N:36]6[CH2:37][CH2:38][O:39][CH2:40][CH2:41]6)=[O:35])=[CH:32][CH:33]=5)=[N:25][CH:26]=[CH:27][N:22]4[N:21]=3)=[CH:18][C:4]=2[N:3]=1. The catalyst class is: 8. (7) Reactant: Cl.[N+:2]([O:5][CH2:6][CH2:7][CH2:8][O:9][C:10](=[O:21])[C@H:11]([CH2:13][CH2:14][C:15]1[CH:20]=[CH:19][CH:18]=[CH:17][CH:16]=1)[NH2:12])([O-:4])=[O:3].[C:22]([O:26][C:27](=[O:48])[C@@H:28]1[CH2:32][CH2:31][CH2:30][N:29]1[C:33](=[O:47])[C@H:34](OS(C1C=CC(C)=CC=1)(=O)=O)[CH3:35])([CH3:25])([CH3:24])[CH3:23].C(N(CC)CC)C. Product: [C:22]([O:26][C:27](=[O:48])[C@@H:28]1[CH2:32][CH2:31][CH2:30][N:29]1[C:33](=[O:47])[C@H:34]([CH3:35])[NH:12][C@H:11]([C:10]([O:9][CH2:8][CH2:7][CH2:6][O:5][N+:2]([O-:4])=[O:3])=[O:21])[CH2:13][CH2:14][C:15]1[CH:20]=[CH:19][CH:18]=[CH:17][CH:16]=1)([CH3:24])([CH3:23])[CH3:25]. The catalyst class is: 215. (8) Reactant: [OH:1][C:2]1[C:7]([CH3:8])=[C:6]([CH3:9])[C:5]([OH:10])=[C:4]([CH3:11])[C:3]=1[CH:12]([C:18]1[CH:23]=[CH:22][CH:21]=[CH:20][CH:19]=1)[CH2:13][CH2:14][C:15]([OH:17])=[O:16].[N+]([O-])([O-])=O.[Ce].[NH4+].O.CCOCC. Product: [C:18]1([CH:12]([C:3]2[C:2](=[O:1])[C:7]([CH3:8])=[C:6]([CH3:9])[C:5](=[O:10])[C:4]=2[CH3:11])[CH2:13][CH2:14][C:15]([OH:17])=[O:16])[CH:23]=[CH:22][CH:21]=[CH:20][CH:19]=1. The catalyst class is: 144. (9) Reactant: Cl.[NH2:2][C:3]1[N:32]=[C:6]2[N:7]([C:22]3[CH:27]=[CH:26][CH:25]=[C:24]([C:28]([F:31])([F:30])[F:29])[CH:23]=3)[C:8]([CH3:21])=[C:9]([C:19]#[N:20])[C@@H:10]([C:11]3[CH:16]=[CH:15][C:14]([C:17]#[N:18])=[CH:13][CH:12]=3)[N:5]2[N:4]=1.[O:33]1[CH2:37][CH2:36][CH:35]([C:38](Cl)=[O:39])[CH2:34]1. The catalyst class is: 17. Product: [C:19]([C:9]1[C@@H:10]([C:11]2[CH:16]=[CH:15][C:14]([C:17]#[N:18])=[CH:13][CH:12]=2)[N:5]2[N:4]=[C:3]([NH:2][C:38]([CH:35]3[CH2:36][CH2:37][O:33][CH2:34]3)=[O:39])[N:32]=[C:6]2[N:7]([C:22]2[CH:27]=[CH:26][CH:25]=[C:24]([C:28]([F:29])([F:31])[F:30])[CH:23]=2)[C:8]=1[CH3:21])#[N:20]. (10) Reactant: C([N:8]1[CH2:12][CH2:11][C@H:10]([NH:13][C:14](=[O:19])[C:15]([F:18])([F:17])[F:16])[CH2:9]1)C1C=CC=CC=1.[C:28](O[C:28]([O:30][C:31]([CH3:34])([CH3:33])[CH3:32])=[O:29])([O:30][C:31]([CH3:34])([CH3:33])[CH3:32])=[O:29]. Product: [C:28]([N:8]1[CH2:12][CH2:11][C@H:10]([NH:13][C:14](=[O:19])[C:15]([F:18])([F:17])[F:16])[CH2:9]1)([O:30][C:31]([CH3:32])([CH3:33])[CH3:34])=[O:29]. The catalyst class is: 19.